This data is from Peptide-MHC class II binding affinity with 134,281 pairs from IEDB. The task is: Regression. Given a peptide amino acid sequence and an MHC pseudo amino acid sequence, predict their binding affinity value. This is MHC class II binding data. (1) The peptide sequence is SQDLMLSWNLNGLQAY. The MHC is DRB1_0802 with pseudo-sequence DRB1_0802. The binding affinity (normalized) is 0.430. (2) The peptide sequence is EKKYFAATRFEPLAA. The MHC is HLA-DPA10201-DPB10501 with pseudo-sequence HLA-DPA10201-DPB10501. The binding affinity (normalized) is 0.823.